From a dataset of Peptide-MHC class I binding affinity with 185,985 pairs from IEDB/IMGT. Regression. Given a peptide amino acid sequence and an MHC pseudo amino acid sequence, predict their binding affinity value. This is MHC class I binding data. (1) The peptide sequence is DLTQIFEVY. The binding affinity (normalized) is 0.376. The MHC is HLA-A68:01 with pseudo-sequence HLA-A68:01. (2) The peptide sequence is INNYYMQQY. The MHC is SLA-20401 with pseudo-sequence SLA-20401. The binding affinity (normalized) is 0.733. (3) The peptide sequence is SVDCNKELM. The MHC is HLA-A02:01 with pseudo-sequence HLA-A02:01. The binding affinity (normalized) is 0.138. (4) The peptide sequence is NADTGHSIY. The MHC is HLA-A31:01 with pseudo-sequence HLA-A31:01. The binding affinity (normalized) is 0.0847. (5) The peptide sequence is IEVKFHPIL. The binding affinity (normalized) is 0.0847. The MHC is HLA-A26:03 with pseudo-sequence YYAMYRNNVAHTHVDTLYIRYQDYTWAEWAYRWY.